Task: Predict the reactants needed to synthesize the given product.. Dataset: Full USPTO retrosynthesis dataset with 1.9M reactions from patents (1976-2016) (1) The reactants are: CS(O[CH2:6][CH2:7][C:8]1([CH3:19])[O:12][C:11]2=[N:13][C:14]([N+:16]([O-:18])=[O:17])=[CH:15][N:10]2[CH2:9]1)(=O)=O.Cl.[C:21]([N:25]1[CH2:30][CH2:29][NH:28][CH2:27][C:26]1=[O:31])([CH3:24])([CH3:23])[CH3:22].C(N(CC)CC)C.[I-].[K+]. Given the product [C:21]([N:25]1[CH2:30][CH2:29][N:28]([CH2:6][CH2:7][C:8]2([CH3:19])[O:12][C:11]3=[N:13][C:14]([N+:16]([O-:18])=[O:17])=[CH:15][N:10]3[CH2:9]2)[CH2:27][C:26]1=[O:31])([CH3:24])([CH3:22])[CH3:23], predict the reactants needed to synthesize it. (2) Given the product [C:1]([NH:5][C:6]1[CH:7]=[CH:8][C:9]([CH2:10][NH:11][C:12]([CH:14]2[CH2:19][CH:18]([NH:20][C:21]3[N:26]=[C:25]([C:27]4[C:35]5[C:30](=[CH:31][CH:32]=[CH:33][CH:34]=5)[NH:29][CH:28]=4)[C:24]([Cl:36])=[CH:23][N:22]=3)[CH2:17][NH:16][CH2:15]2)=[O:13])=[CH:44][CH:45]=1)(=[O:4])[CH:2]=[CH2:3], predict the reactants needed to synthesize it. The reactants are: [C:1]([NH:5][C:6]1[CH:45]=[CH:44][C:9]([CH2:10][NH:11][C:12]([CH:14]2[CH2:19][CH:18]([NH:20][C:21]3[N:26]=[C:25]([C:27]4[C:35]5[C:30](=[CH:31][CH:32]=[CH:33][CH:34]=5)[NH:29][CH:28]=4)[C:24]([Cl:36])=[CH:23][N:22]=3)[CH2:17][N:16](C(OC(C)(C)C)=O)[CH2:15]2)=[O:13])=[CH:8][CH:7]=1)(=[O:4])[CH:2]=[CH2:3]. (3) Given the product [F:17][C:16]([F:19])([F:18])[C:12]1[CH:11]=[C:10]([CH:9]=[CH:8][C:6]2[CH:5]=[CH:4][N:3]=[C:2]([NH2:50])[CH:7]=2)[CH:15]=[CH:14][CH:13]=1, predict the reactants needed to synthesize it. The reactants are: Br[C:2]1[CH:7]=[C:6]([CH:8]=[CH:9][C:10]2[CH:15]=[CH:14][CH:13]=[C:12]([C:16]([F:19])([F:18])[F:17])[CH:11]=2)[CH:5]=[CH:4][N:3]=1.C1(P(C2CCCCC2)C2C=CC=CC=2C2C=CC=CC=2)CCCCC1.[Li+].C[Si]([N-:50][Si](C)(C)C)(C)C.[NH4+].[Cl-].